From a dataset of Full USPTO retrosynthesis dataset with 1.9M reactions from patents (1976-2016). Predict the reactants needed to synthesize the given product. (1) The reactants are: [CH2:1]([O:8][C:9]([N:11]1[CH:15]([C:16](O)=[O:17])[CH2:14][S:13][CH:12]1[C:19]1[CH:24]=[CH:23][N:22]=[CH:21][CH:20]=1)=[O:10])[C:2]1[CH:7]=[CH:6][CH:5]=[CH:4][CH:3]=1.[NH2:25][C:26]1[CH:37]=[CH:36][C:29]([C:30]([NH:32][CH:33]2[CH2:35][CH2:34]2)=[O:31])=[CH:28][CH:27]=1. Given the product [CH2:1]([O:8][C:9]([N:11]1[CH:15]([C:16](=[O:17])[NH:25][C:26]2[CH:37]=[CH:36][C:29]([C:30](=[O:31])[NH:32][CH:33]3[CH2:35][CH2:34]3)=[CH:28][CH:27]=2)[CH2:14][S:13][CH:12]1[C:19]1[CH:24]=[CH:23][N:22]=[CH:21][CH:20]=1)=[O:10])[C:2]1[CH:3]=[CH:4][CH:5]=[CH:6][CH:7]=1, predict the reactants needed to synthesize it. (2) Given the product [C:97]([O:96][C:94](=[O:95])[CH2:93][CH2:92][O:91][CH2:90][CH2:89][O:88][CH2:87][CH2:86][O:85][CH2:84][CH2:83][NH:82][C:13](=[O:14])[C@@H:12]([NH:11][C:9]([O:8][CH2:1][C:2]1[CH:7]=[CH:6][CH:5]=[CH:4][CH:3]=1)=[O:10])[CH2:16][S:17][CH2:18][C@H:19]([O:35][C:36](=[O:48])[NH:37][CH2:38][CH2:39][CH2:40][CH2:41][CH2:42][CH2:43][CH2:44][CH2:45][CH2:46][CH3:47])[CH2:20][O:21][C:22](=[O:34])[NH:23][CH2:24][CH2:25][CH2:26][CH2:27][CH2:28][CH2:29][CH2:30][CH2:31][CH2:32][CH3:33])([CH3:100])([CH3:99])[CH3:98], predict the reactants needed to synthesize it. The reactants are: [CH2:1]([O:8][C:9]([NH:11][C@@H:12]([CH2:16][S:17][CH2:18][C@H:19]([O:35][C:36](=[O:48])[NH:37][CH2:38][CH2:39][CH2:40][CH2:41][CH2:42][CH2:43][CH2:44][CH2:45][CH2:46][CH3:47])[CH2:20][O:21][C:22](=[O:34])[NH:23][CH2:24][CH2:25][CH2:26][CH2:27][CH2:28][CH2:29][CH2:30][CH2:31][CH2:32][CH3:33])[C:13](O)=[O:14])=[O:10])[C:2]1[CH:7]=[CH:6][CH:5]=[CH:4][CH:3]=1.CN(C(ON1N=NC2C=CC=CC1=2)=[N+](C)C)C.F[P-](F)(F)(F)(F)F.CCN(C(C)C)C(C)C.[NH2:82][CH2:83][CH2:84][O:85][CH2:86][CH2:87][O:88][CH2:89][CH2:90][O:91][CH2:92][CH2:93][C:94]([O:96][C:97]([CH3:100])([CH3:99])[CH3:98])=[O:95]. (3) The reactants are: [C:1]([O:9][C:10]1([CH2:13][CH2:14][O:15]C2CCCCO2)[CH2:12][CH2:11]1)(=[O:8])[C:2]1[CH:7]=[CH:6][CH:5]=[CH:4][CH:3]=1.CC1C=CC(S([O-])(=O)=O)=CC=1.C1C=C[NH+]=CC=1. Given the product [C:1]([O:9][C:10]1([CH2:13][CH2:14][OH:15])[CH2:12][CH2:11]1)(=[O:8])[C:2]1[CH:7]=[CH:6][CH:5]=[CH:4][CH:3]=1, predict the reactants needed to synthesize it. (4) Given the product [CH3:26][C:22]1[CH:21]=[C:20]([N:15]2[C:16]3[C:12](=[CH:11][C:10]4[CH2:18][C:2]5([O:1][CH2:5][CH2:4][O:3]5)[CH2:6][CH2:7][CH2:8][C:9]=4[CH:17]=3)[CH:13]=[N:14]2)[CH:25]=[CH:24][N:23]=1, predict the reactants needed to synthesize it. The reactants are: [O:1]1[CH2:5][CH2:4][O:3][C:2]21[CH2:18][C:10]1[CH:11]=[C:12]3[C:16](=[CH:17][C:9]=1[CH2:8][CH2:7][CH2:6]2)[NH:15][N:14]=[CH:13]3.I[C:20]1[CH:25]=[CH:24][N:23]=[C:22]([CH3:26])[CH:21]=1.[C@@H]1(N)CCCC[C@H]1N.[O-]P([O-])([O-])=O.[K+].[K+].[K+].